From a dataset of NCI-60 drug combinations with 297,098 pairs across 59 cell lines. Regression. Given two drug SMILES strings and cell line genomic features, predict the synergy score measuring deviation from expected non-interaction effect. (1) Drug 1: CC12CCC3C(C1CCC2=O)CC(=C)C4=CC(=O)C=CC34C. Drug 2: CC1C(C(CC(O1)OC2CC(CC3=C2C(=C4C(=C3O)C(=O)C5=CC=CC=C5C4=O)O)(C(=O)C)O)N)O. Cell line: MDA-MB-231. Synergy scores: CSS=44.4, Synergy_ZIP=-1.76, Synergy_Bliss=-1.53, Synergy_Loewe=0.982, Synergy_HSA=1.24. (2) Drug 1: CCC1=CC2CC(C3=C(CN(C2)C1)C4=CC=CC=C4N3)(C5=C(C=C6C(=C5)C78CCN9C7C(C=CC9)(C(C(C8N6C)(C(=O)OC)O)OC(=O)C)CC)OC)C(=O)OC.C(C(C(=O)O)O)(C(=O)O)O. Drug 2: CC12CCC3C(C1CCC2OP(=O)(O)O)CCC4=C3C=CC(=C4)OC(=O)N(CCCl)CCCl.[Na+]. Cell line: HOP-62. Synergy scores: CSS=20.8, Synergy_ZIP=3.13, Synergy_Bliss=4.68, Synergy_Loewe=-25.8, Synergy_HSA=3.42. (3) Drug 1: CC1OCC2C(O1)C(C(C(O2)OC3C4COC(=O)C4C(C5=CC6=C(C=C35)OCO6)C7=CC(=C(C(=C7)OC)O)OC)O)O. Drug 2: C(=O)(N)NO. Cell line: UACC-257. Synergy scores: CSS=-4.60, Synergy_ZIP=4.61, Synergy_Bliss=-5.32, Synergy_Loewe=-13.7, Synergy_HSA=-7.86. (4) Drug 1: CS(=O)(=O)C1=CC(=C(C=C1)C(=O)NC2=CC(=C(C=C2)Cl)C3=CC=CC=N3)Cl. Drug 2: CCCCC(=O)OCC(=O)C1(CC(C2=C(C1)C(=C3C(=C2O)C(=O)C4=C(C3=O)C=CC=C4OC)O)OC5CC(C(C(O5)C)O)NC(=O)C(F)(F)F)O. Cell line: OVCAR3. Synergy scores: CSS=2.54, Synergy_ZIP=-0.785, Synergy_Bliss=0.470, Synergy_Loewe=-1.52, Synergy_HSA=-1.38.